Dataset: Reaction yield outcomes from USPTO patents with 853,638 reactions. Task: Predict the reaction yield, written as a fraction of the theoretical maximum amount of product (1.0 means a 100% yield; for example, 0.34 means a 34% yield). (1) The reactants are [NH2:1][C:2](=[O:42])[CH:3]([C:12]1[N:17]=[N:16][C:15]([S:18][C:19]2[CH:41]=[CH:40][CH:39]=[CH:38][C:20]=2[CH2:21][NH:22][C:23](=[O:37])[C:24]2[CH:29]=[C:28]([N:30]3[CH2:35][CH2:34][O:33][CH2:32][CH2:31]3)[CH:27]=[C:26]([F:36])[CH:25]=2)=[CH:14][CH:13]=1)[C:4]1[C:9]([Cl:10])=[CH:8][CH:7]=[CH:6][C:5]=1[Cl:11].[CH3:43]N(C(OC)OC)C. The catalyst is C1(C)C=CC=CC=1. The product is [Cl:10][C:9]1[CH:8]=[CH:7][CH:6]=[C:5]([Cl:11])[C:4]=1[C:3]1[C:2](=[O:42])[N:1]=[CH:43][N:17]2[C:12]=1[CH:13]=[CH:14][C:15]([S:18][C:19]1[CH:41]=[CH:40][CH:39]=[CH:38][C:20]=1[CH2:21][NH:22][C:23](=[O:37])[C:24]1[CH:29]=[C:28]([N:30]3[CH2:31][CH2:32][O:33][CH2:34][CH2:35]3)[CH:27]=[C:26]([F:36])[CH:25]=1)=[N:16]2. The yield is 0.840. (2) The reactants are [C:1]([O:5][C:6](=[O:25])[C:7]([S:10][C:11]1[C:20]([Cl:21])=[CH:19][C:18]2[CH2:17][CH:16]([NH:22][CH2:23][CH3:24])[CH2:15][CH2:14][C:13]=2[CH:12]=1)([CH3:9])[CH3:8])([CH3:4])([CH3:3])[CH3:2].Cl[C:27]([O:29][C:30]1[CH:35]=[CH:34][C:33]([CH3:36])=[CH:32][CH:31]=1)=[O:28]. The catalyst is C(Cl)Cl. The product is [C:1]([O:5][C:6](=[O:25])[C:7]([S:10][C:11]1[C:20]([Cl:21])=[CH:19][C:18]2[CH2:17][CH:16]([N:22]([CH2:23][CH3:24])[C:27]([O:29][C:30]3[CH:35]=[CH:34][C:33]([CH3:36])=[CH:32][CH:31]=3)=[O:28])[CH2:15][CH2:14][C:13]=2[CH:12]=1)([CH3:9])[CH3:8])([CH3:2])([CH3:3])[CH3:4]. The yield is 0.290. (3) The reactants are C[O:2][C:3]([C:5]1[CH:6]=[N:7][C:8]([C:11]2[CH:16]=[CH:15][CH:14]=[C:13]([F:17])[CH:12]=2)=[N:9][CH:10]=1)=[O:4].[Li+].[OH-]. The catalyst is CO. The product is [F:17][C:13]1[CH:12]=[C:11]([C:8]2[N:7]=[CH:6][C:5]([C:3]([OH:4])=[O:2])=[CH:10][N:9]=2)[CH:16]=[CH:15][CH:14]=1. The yield is 0.980. (4) The catalyst is O1CCCC1.C(O)C. The yield is 0.680. The product is [NH2:19][C:16]1[CH:17]=[CH:18][C:13]([C:11]([O:10][CH3:9])=[O:12])=[CH:14][C:15]=1[NH:22][CH3:23]. The reactants are S(S([O-])=O)([O-])=O.[Na+].[Na+].[CH3:9][O:10][C:11]([C:13]1[CH:18]=[CH:17][C:16]([N+:19]([O-])=O)=[C:15]([NH:22][CH3:23])[CH:14]=1)=[O:12].C(=O)(O)[O-].[Na+].